This data is from Reaction yield outcomes from USPTO patents with 853,638 reactions. The task is: Predict the reaction yield, written as a fraction of the theoretical maximum amount of product (1.0 means a 100% yield; for example, 0.34 means a 34% yield). The reactants are Br[C:2]1[CH:7]=[CH:6][N:5]=[C:4]2[NH:8][C:9]([C:11]3[CH:12]=[N:13][N:14]([CH3:16])[CH:15]=3)=[N:10][C:3]=12.CC1(C)C(C)(C)OB([C:25]2[CH:30]=[CH:29][C:28]([C:31]3([NH:34][C:35]([C:37]4[O:38][C:39]([C:42]([CH3:45])([CH3:44])[CH3:43])=[N:40][N:41]=4)=[O:36])[CH2:33][CH2:32]3)=[CH:27][CH:26]=2)O1.P([O-])([O-])([O-])=O.[K+].[K+].[K+].C([O-])(=O)C.[Na+].C(#N)C. No catalyst specified. The product is [CH3:16][N:14]1[CH:15]=[C:11]([C:9]2[NH:8][C:4]3=[N:5][CH:6]=[CH:7][C:2]([C:25]4[CH:26]=[CH:27][C:28]([C:31]5([NH:34][C:35]([C:37]6[O:38][C:39]([C:42]([CH3:45])([CH3:44])[CH3:43])=[N:40][N:41]=6)=[O:36])[CH2:33][CH2:32]5)=[CH:29][CH:30]=4)=[C:3]3[N:10]=2)[CH:12]=[N:13]1. The yield is 0.490.